Task: Predict the product of the given reaction.. Dataset: Forward reaction prediction with 1.9M reactions from USPTO patents (1976-2016) (1) Given the reactants [CH3:1][NH:2][C:3]1[N:8]=[C:7]([CH2:9][CH2:10][O:11][C:12]2[CH:17]=[CH:16][C:15]([CH2:18][CH2:19][CH2:20][C:21]([O:23]C)=[O:22])=[CH:14][CH:13]=2)[CH:6]=[CH:5][CH:4]=1.[Li+].[OH-], predict the reaction product. The product is: [CH3:1][NH:2][C:3]1[N:8]=[C:7]([CH2:9][CH2:10][O:11][C:12]2[CH:17]=[CH:16][C:15]([CH2:18][CH2:19][CH2:20][C:21]([OH:23])=[O:22])=[CH:14][CH:13]=2)[CH:6]=[CH:5][CH:4]=1. (2) The product is: [Br:1][C:2]1[CH:3]=[CH:4][C:5]2[C:6](=[O:17])[C:18](=[O:21])[C:19]3[C:13]([C:14]=2[CH:15]=1)=[CH:12][C:11]([Cl:16])=[CH:10][CH:9]=3. Given the reactants [Br:1][C:2]1[CH:3]=[CH:4][C:5]2[CH:6]=CC3[C:13]([C:14]=2[CH:15]=1)=[CH:12][C:11]([Cl:16])=[CH:10][CH:9]=3.[OH2:17].[C:18]([OH:21])(=O)[CH3:19], predict the reaction product. (3) Given the reactants [F:1][C:2]([F:10])([F:9])[CH:3]([OH:8])[C:4](F)([F:6])[F:5].C([Li])CCC.[CH:16](=[O:21])[CH2:17][CH:18](C)[CH3:19].Cl, predict the reaction product. The product is: [F:1][C:2]([F:10])([F:9])[C:3](=[O:8])[C:4]([F:6])([F:5])[CH:16]([OH:21])[CH2:17][CH2:18][CH3:19]. (4) Given the reactants Cl.[CH:2]1([C:5]2[C:6]([N:25]([C:30]3[CH:35]=[C:34]([CH2:36]OCOC)[C:33]([B:41]4[O:45]C(C)(C)C(C)(C)[O:42]4)=[C:32]([F:50])[CH:31]=3)[S:26]([CH3:29])(=[O:28])=[O:27])=[CH:7][C:8]3[O:12][C:11]([C:13]4[CH:18]=[CH:17][C:16]([F:19])=[CH:15][CH:14]=4)=[C:10]([C:20]([NH:22][CH3:23])=[O:21])[C:9]=3[CH:24]=2)[CH2:4][CH2:3]1, predict the reaction product. The product is: [CH:2]1([C:5]2[C:6]([N:25]([C:30]3[CH:31]=[C:32]([F:50])[C:33]4[B:41]([OH:42])[O:45][CH2:36][C:34]=4[CH:35]=3)[S:26]([CH3:29])(=[O:27])=[O:28])=[CH:7][C:8]3[O:12][C:11]([C:13]4[CH:18]=[CH:17][C:16]([F:19])=[CH:15][CH:14]=4)=[C:10]([C:20]([NH:22][CH3:23])=[O:21])[C:9]=3[CH:24]=2)[CH2:4][CH2:3]1. (5) Given the reactants [NH2:1][CH:2]([C:11]1[C:16]([O:17][CH3:18])=[CH:15][CH:14]=[CH:13][C:12]=1[O:19][CH3:20])[CH2:3][CH:4]([CH3:10])[C:5]([O:7]CC)=O.[CH:21]1[C:29]2[C:28]3[CH:30]=[CH:31][CH:32]=[CH:33][C:27]=3[O:26][C:25]=2[CH:24]=[CH:23][C:22]=1[CH:34]=O, predict the reaction product. The product is: [CH:21]1[C:29]2[C:28]3[CH:30]=[CH:31][CH:32]=[CH:33][C:27]=3[O:26][C:25]=2[CH:24]=[CH:23][C:22]=1[CH2:34][N:1]1[CH:2]([C:11]2[C:12]([O:19][CH3:20])=[CH:13][CH:14]=[CH:15][C:16]=2[O:17][CH3:18])[CH2:3][CH:4]([CH3:10])[C:5]1=[O:7]. (6) The product is: [CH:1]1([NH:4][C:5]([NH:7][C:8]2[CH:13]=[CH:12][C:11]([O:14][C:15]3[CH:20]=[CH:19][N:18]=[C:17]4[CH:21]=[C:22]([C:24]5[CH:29]=[CH:28][C:27]([CH2:30][NH:46][C:45]6[CH:47]=[CH:48][C:42]([O:41][CH2:40][CH2:39][N:36]7[CH2:35][CH2:34][O:33][CH2:38][CH2:37]7)=[CH:43][CH:44]=6)=[CH:26][N:25]=5)[S:23][C:16]=34)=[C:10]([F:32])[CH:9]=2)=[O:6])[CH2:3][CH2:2]1. Given the reactants [CH:1]1([NH:4][C:5]([NH:7][C:8]2[CH:13]=[CH:12][C:11]([O:14][C:15]3[CH:20]=[CH:19][N:18]=[C:17]4[CH:21]=[C:22]([C:24]5[CH:29]=[CH:28][C:27]([CH:30]=O)=[CH:26][N:25]=5)[S:23][C:16]=34)=[C:10]([F:32])[CH:9]=2)=[O:6])[CH2:3][CH2:2]1.[O:33]1[CH2:38][CH2:37][N:36]([CH2:39][CH2:40][O:41][C:42]2[CH:48]=[CH:47][C:45]([NH2:46])=[CH:44][CH:43]=2)[CH2:35][CH2:34]1.C([Sn](Cl)(Cl)CCCC)CCC.C1([SiH3])C=CC=CC=1, predict the reaction product. (7) Given the reactants [CH2:1]1[CH:6]2[CH2:7][C:8]3([NH2:11])[CH2:10][CH:4]([CH2:5]2)[CH2:3][CH:2]1[CH2:9]3.Cl[CH2:13][C:14]1[O:15][C:16]([C:19]2[CH:24]=[CH:23][C:22]([O:25][CH3:26])=[CH:21][CH:20]=2)=[N:17][N:18]=1, predict the reaction product. The product is: [CH3:26][O:25][C:22]1[CH:23]=[CH:24][C:19]([C:16]2[O:15][C:14]([CH2:13][NH:11][C:8]34[CH2:10][CH:4]5[CH2:5][CH:6]([CH2:1][CH:2]([CH2:3]5)[CH2:9]3)[CH2:7]4)=[N:18][N:17]=2)=[CH:20][CH:21]=1. (8) Given the reactants [C:1]([N:4]1[C:12](=O)[C:11]2[C:6](=[CH:7]C=CC=2)C1=O)(=[S:3])C.[N:15]1[CH:20]=[CH:19]C=[CH:17][C:16]=1[S:21]CCN, predict the reaction product. The product is: [N:4]1[CH:12]=[CH:11][CH:6]=[CH:7][C:1]=1[S:3][CH2:19][CH2:20][NH:15][C:16](=[S:21])[CH3:17]. (9) Given the reactants F[C:2]1[C:7]([C:8](=O)[CH3:9])=[CH:6][CH:5]=[CH:4][N:3]=1.[NH2:11][NH2:12].C(Cl)Cl, predict the reaction product. The product is: [CH3:9][C:8]1[C:7]2[C:2](=[N:3][CH:4]=[CH:5][CH:6]=2)[NH:12][N:11]=1.